This data is from Forward reaction prediction with 1.9M reactions from USPTO patents (1976-2016). The task is: Predict the product of the given reaction. (1) Given the reactants [Br:1][C:2]1[CH:3]=[C:4]2[C@@:15]3([N:20]=[C:19]([NH2:21])[CH2:18][O:17][CH2:16]3)[C:14]3[C:9](=[CH:10][CH:11]=[C:12](I)[CH:13]=3)[O:8][C:5]2=[N:6][CH:7]=1.C(NC(C)C)(C)C.[CH3:30][C:31]([CH3:35])([CH3:34])[C:32]#[CH:33].CN(C=O)C, predict the reaction product. The product is: [Br:1][C:2]1[CH:3]=[C:4]2[C@@:15]3([N:20]=[C:19]([NH2:21])[CH2:18][O:17][CH2:16]3)[C:14]3[C:9](=[CH:10][CH:11]=[C:12]([C:33]#[C:32][C:31]([CH3:35])([CH3:34])[CH3:30])[CH:13]=3)[O:8][C:5]2=[N:6][CH:7]=1. (2) Given the reactants [C:1]([C:5]1[CH:10]=[CH:9][C:8]([NH2:11])=[C:7]([NH2:12])[CH:6]=1)([CH3:4])([CH3:3])[CH3:2].[OH2:13], predict the reaction product. The product is: [NH2:11][C@@H:8]([C:9]1[NH:11][C:8]2[CH:9]=[CH:10][C:5]([C:1]([CH3:4])([CH3:2])[CH3:3])=[CH:6][C:7]=2[N:12]=1)[CH2:7][CH2:6][OH:13]. (3) Given the reactants [CH3:1][O:2][C:3]([C:5]1[CH:6]=[N:7][C:8]([O:12][CH2:13][C:14]([F:17])([F:16])[F:15])=[C:9](Br)[CH:10]=1)=[O:4].[C:18]1(B2OC(C)(C)C(C)(C)O2)[CH2:22][CH2:21][CH2:20][CH:19]=1, predict the reaction product. The product is: [CH3:1][O:2][C:3]([C:5]1[CH:6]=[N:7][C:8]([O:12][CH2:13][C:14]([F:17])([F:16])[F:15])=[C:9]([C:18]2[CH2:22][CH2:21][CH2:20][CH:19]=2)[CH:10]=1)=[O:4]. (4) Given the reactants Cl[C:2]1[C:7]([C:8]#[N:9])=[CH:6][N:5]=[CH:4][CH:3]=1.[CH3:10][O-:11].[Na+].CO, predict the reaction product. The product is: [CH3:10][O:11][C:2]1[C:7]([C:8]#[N:9])=[CH:6][N:5]=[CH:4][CH:3]=1. (5) Given the reactants [Cl:1][C:2]1[N:7]=[CH:6][C:5]2[CH:8]=[N:9][NH:10][C:4]=2[CH:3]=1.C1COCC1.CS(O)(=O)=O.[O:21]1[CH:26]=[CH:25][CH2:24][CH2:23][CH2:22]1, predict the reaction product. The product is: [Cl:1][C:2]1[N:7]=[CH:6][C:5]2[CH:8]=[N:9][N:10]([CH:22]3[CH2:23][CH2:24][CH2:25][CH2:26][O:21]3)[C:4]=2[CH:3]=1. (6) Given the reactants O[CH2:2][C:3]1([NH:6][C:7](=[O:13])[O:8][C:9]([CH3:12])([CH3:11])[CH3:10])[CH2:5][CH2:4]1.N12CCCN=C1CCCCC2.C1(P([N:39]=[N+:40]=[N-:41])(C2C=CC=CC=2)=O)C=CC=CC=1, predict the reaction product. The product is: [N:39]([CH2:2][C:3]1([NH:6][C:7](=[O:13])[O:8][C:9]([CH3:12])([CH3:11])[CH3:10])[CH2:5][CH2:4]1)=[N+:40]=[N-:41]. (7) Given the reactants [N:1]([CH2:4][CH2:5][NH:6]C(=O)CCCCCCCCCCCCC)=[N+:2]=[N-:3].[C:22]1([S:28](Cl)(=[O:30])=[O:29])[CH:27]=[CH:26][CH:25]=[CH:24][CH:23]=1.N(CCN)=[N+]=[N-].C(N(CC)CC)C, predict the reaction product. The product is: [N:1]([CH2:4][CH2:5][NH:6][S:28]([C:22]1[CH:27]=[CH:26][CH:25]=[CH:24][CH:23]=1)(=[O:30])=[O:29])=[N+:2]=[N-:3]. (8) Given the reactants Cl[C:2]1[CH:7]=[CH:6][C:5]([C:8]2[C:13]([C:14]#[N:15])=[CH:12][N:11]=[C:10]([NH:16][C:17]3[CH:22]=[CH:21][C:20]([F:23])=[CH:19][CH:18]=3)[N:9]=2)=[CH:4][N:3]=1.[CH3:24][O:25][C:26]1[CH:33]=[CH:32][C:29]([CH2:30][NH2:31])=[CH:28][CH:27]=1, predict the reaction product. The product is: [C:14]([C:13]1[C:8]([C:5]2[CH:6]=[CH:7][C:2]([NH:31][CH2:30][C:29]3[CH:32]=[CH:33][C:26]([O:25][CH3:24])=[CH:27][CH:28]=3)=[N:3][CH:4]=2)=[N:9][C:10]([NH:16][C:17]2[CH:22]=[CH:21][C:20]([F:23])=[CH:19][CH:18]=2)=[N:11][CH:12]=1)#[N:15].[NH2:31][C:2]1[CH:7]=[CH:6][C:5]([C:8]2[C:13]([C:14]#[N:15])=[CH:12][N:11]=[C:10]([NH:16][C:17]3[CH:22]=[CH:21][C:20]([F:23])=[CH:19][CH:18]=3)[N:9]=2)=[CH:4][N:3]=1.